Dataset: Merck oncology drug combination screen with 23,052 pairs across 39 cell lines. Task: Regression. Given two drug SMILES strings and cell line genomic features, predict the synergy score measuring deviation from expected non-interaction effect. (1) Drug 1: C=CCn1c(=O)c2cnc(Nc3ccc(N4CCN(C)CC4)cc3)nc2n1-c1cccc(C(C)(C)O)n1. Drug 2: CCc1c2c(nc3ccc(O)cc13)-c1cc3c(c(=O)n1C2)COC(=O)C3(O)CC. Cell line: ES2. Synergy scores: synergy=6.17. (2) Drug 1: COC1=C2CC(C)CC(OC)C(O)C(C)C=C(C)C(OC(N)=O)C(OC)C=CC=C(C)C(=O)NC(=CC1=O)C2=O. Drug 2: CCC1(O)C(=O)OCc2c1cc1n(c2=O)Cc2cc3c(CN(C)C)c(O)ccc3nc2-1. Cell line: HT144. Synergy scores: synergy=-1.17. (3) Drug 1: CS(=O)(=O)CCNCc1ccc(-c2ccc3ncnc(Nc4ccc(OCc5cccc(F)c5)c(Cl)c4)c3c2)o1. Drug 2: O=C(NOCC(O)CO)c1ccc(F)c(F)c1Nc1ccc(I)cc1F. Cell line: SKMES1. Synergy scores: synergy=33.3. (4) Drug 1: C=CCn1c(=O)c2cnc(Nc3ccc(N4CCN(C)CC4)cc3)nc2n1-c1cccc(C(C)(C)O)n1. Drug 2: COC1=C2CC(C)CC(OC)C(O)C(C)C=C(C)C(OC(N)=O)C(OC)C=CC=C(C)C(=O)NC(=CC1=O)C2=O. Cell line: NCIH2122. Synergy scores: synergy=-11.4. (5) Synergy scores: synergy=3.68. Cell line: HT29. Drug 2: O=C(NOCC(O)CO)c1ccc(F)c(F)c1Nc1ccc(I)cc1F. Drug 1: O=P1(N(CCCl)CCCl)NCCCO1.